Dataset: NCI-60 drug combinations with 297,098 pairs across 59 cell lines. Task: Regression. Given two drug SMILES strings and cell line genomic features, predict the synergy score measuring deviation from expected non-interaction effect. (1) Drug 1: C1CN1P(=S)(N2CC2)N3CC3. Drug 2: B(C(CC(C)C)NC(=O)C(CC1=CC=CC=C1)NC(=O)C2=NC=CN=C2)(O)O. Cell line: UO-31. Synergy scores: CSS=26.0, Synergy_ZIP=-0.510, Synergy_Bliss=1.14, Synergy_Loewe=-18.1, Synergy_HSA=0.788. (2) Drug 1: C1CC(=O)NC(=O)C1N2C(=O)C3=CC=CC=C3C2=O. Drug 2: C1C(C(OC1N2C=NC(=NC2=O)N)CO)O. Cell line: M14. Synergy scores: CSS=-1.90, Synergy_ZIP=-0.134, Synergy_Bliss=-3.01, Synergy_Loewe=-4.42, Synergy_HSA=-4.90. (3) Drug 1: C1=NC2=C(N=C(N=C2N1C3C(C(C(O3)CO)O)F)Cl)N. Drug 2: CCCCC(=O)OCC(=O)C1(CC(C2=C(C1)C(=C3C(=C2O)C(=O)C4=C(C3=O)C=CC=C4OC)O)OC5CC(C(C(O5)C)O)NC(=O)C(F)(F)F)O. Cell line: HS 578T. Synergy scores: CSS=26.8, Synergy_ZIP=1.08, Synergy_Bliss=2.30, Synergy_Loewe=-0.805, Synergy_HSA=0.619.